From a dataset of Peptide-MHC class II binding affinity with 134,281 pairs from IEDB. Regression. Given a peptide amino acid sequence and an MHC pseudo amino acid sequence, predict their binding affinity value. This is MHC class II binding data. (1) The peptide sequence is SSNPTILSEGNSFTA. The MHC is DRB3_0202 with pseudo-sequence DRB3_0202. The binding affinity (normalized) is 0.302. (2) The peptide sequence is NLAGSNDNFLMRNVT. The MHC is DRB1_0101 with pseudo-sequence DRB1_0101. The binding affinity (normalized) is 0.612. (3) The peptide sequence is VVMTSLALVGAALHP. The MHC is DRB1_0701 with pseudo-sequence DRB1_0701. The binding affinity (normalized) is 0.622. (4) The peptide sequence is PQLTKNAGVLTCSLS. The binding affinity (normalized) is 0.219. The MHC is HLA-DPA10201-DPB10501 with pseudo-sequence HLA-DPA10201-DPB10501.